This data is from Catalyst prediction with 721,799 reactions and 888 catalyst types from USPTO. The task is: Predict which catalyst facilitates the given reaction. (1) Reactant: [OH:1][C@H:2]1[C@:7]([OH:14])([C:8]2[CH:13]=[CH:12][CH:11]=[CH:10][N:9]=2)[CH2:6][CH2:5][N:4]([C:15]([C:17]2[CH:22]=[CH:21][C:20]([O:23][CH2:24][CH2:25][O:26][C:27]([F:30])([F:29])[F:28])=[C:19]([O:31][CH3:32])[CH:18]=2)=[O:16])[CH2:3]1.[CH3:33][C:34]1(C)[C@]2(CS(O)(=O)=O)CC[C@H:35]1CC2=O.COC(OC)(C)C. Product: [CH3:33][C:34]1([CH3:35])[O:1][C@@H:2]2[CH2:3][N:4]([C:15]([C:17]3[CH:22]=[CH:21][C:20]([O:23][CH2:24][CH2:25][O:26][C:27]([F:28])([F:30])[F:29])=[C:19]([O:31][CH3:32])[CH:18]=3)=[O:16])[CH2:5][CH2:6][C@:7]2([C:8]2[CH:13]=[CH:12][CH:11]=[CH:10][N:9]=2)[O:14]1. The catalyst class is: 4. (2) Product: [ClH:35].[CH3:1][C:2]1([CH3:27])[CH2:7][CH2:6][CH:5]([C:8]2[S:26][C:11]3[N:12]=[C:13]([CH3:25])[N:14]=[C:15]([CH2:16][N:17]4[CH2:22][CH2:21][N:20]([C:37](=[O:39])[CH3:38])[CH2:19][C:18]4([CH3:23])[CH3:24])[C:10]=3[CH:9]=2)[CH2:4][CH2:3]1. The catalyst class is: 6. Reactant: [CH3:1][C:2]1([CH3:27])[CH2:7][CH2:6][CH:5]([C:8]2[S:26][C:11]3[N:12]=[C:13]([CH3:25])[N:14]=[C:15]([CH2:16][N:17]4[CH2:22][CH2:21][NH:20][CH2:19][C:18]4([CH3:24])[CH3:23])[C:10]=3[CH:9]=2)[CH2:4][CH2:3]1.N1C=CC=CC=1.C(Cl)[Cl:35].[C:37](OC(=O)C)(=[O:39])[CH3:38]. (3) Reactant: CO.[Li+].[BH4-].[CH3:5][O:6][C:7]1[CH:43]=[CH:42][C:10]([CH2:11][O:12][CH2:13][C@H:14]([CH3:41])[C@H:15]([O:33][Si:34]([C:37]([CH3:40])([CH3:39])[CH3:38])([CH3:36])[CH3:35])[C@@H:16]([CH3:32])[C:17](N2[C@H](CC3C=CC=CC=3)COC2=O)=[O:18])=[CH:9][CH:8]=1.[OH-].[Na+]. Product: [CH3:5][O:6][C:7]1[CH:8]=[CH:9][C:10]([CH2:11][O:12][CH2:13][C@H:14]([CH3:41])[C@H:15]([O:33][Si:34]([C:37]([CH3:39])([CH3:38])[CH3:40])([CH3:35])[CH3:36])[C@@H:16]([CH3:32])[CH2:17][OH:18])=[CH:42][CH:43]=1. The catalyst class is: 1. (4) Reactant: [Br:1][C:2]1[CH:7]=[CH:6][C:5]([NH:8][C:9]2[O:10][C:11]3[C:17]([CH2:18][CH2:19][CH2:20]OS(C)(=O)=O)=[CH:16][C:15]([CH3:26])=[CH:14][C:12]=3[N:13]=2)=[CH:4][CH:3]=1.[NH:27]1[CH2:32][CH2:31][O:30][CH2:29][CH2:28]1. Product: [Br:1][C:2]1[CH:3]=[CH:4][C:5]([NH:8][C:9]2[O:10][C:11]3[C:17]([CH2:18][CH2:19][CH2:20][N:27]4[CH2:32][CH2:31][O:30][CH2:29][CH2:28]4)=[CH:16][C:15]([CH3:26])=[CH:14][C:12]=3[N:13]=2)=[CH:6][CH:7]=1. The catalyst class is: 3.